Dataset: Full USPTO retrosynthesis dataset with 1.9M reactions from patents (1976-2016). Task: Predict the reactants needed to synthesize the given product. (1) Given the product [CH3:19][C:20]1[CH:27]=[C:26]([CH:25]=[C:22]([CH3:23])[CH:21]=1)[CH2:28][N:4]1[C:5]2[CH:10]=[C:9]([CH:11]=[O:12])[CH:8]=[CH:7][C:6]=2[O:1][CH2:2][CH2:3]1, predict the reactants needed to synthesize it. The reactants are: [O:1]1[C:6]2[CH:7]=[CH:8][C:9]([CH:11]=[O:12])=[CH:10][C:5]=2[NH:4][CH2:3][CH2:2]1.P1C=CC=NN=1.[CH3:19][C:20]1[CH:21]=[C:22]([CH:25]=[C:26]([CH3:28])[CH:27]=1)[CH2:23]Br. (2) Given the product [Cl:1][C:2]1[C:3]([C:21]2[S:25][C:24]3[CH:26]=[CH:27][CH:28]=[C:29]([C:30](=[O:35])[NH:31][CH:32]4[CH2:34][CH2:33]4)[C:23]=3[CH:22]=2)=[N:4][C:5]([NH:8][CH2:9][CH2:10][CH2:11][NH:12][C:13]([CH:15]2[CH2:16][CH2:17][N:18]([CH3:38])[CH2:19][CH2:20]2)=[O:14])=[N:6][CH:7]=1, predict the reactants needed to synthesize it. The reactants are: [Cl:1][C:2]1[C:3]([C:21]2[S:25][C:24]3[CH:26]=[CH:27][CH:28]=[C:29]([C:30](=[O:35])[NH:31][CH:32]4[CH2:34][CH2:33]4)[C:23]=3[CH:22]=2)=[N:4][C:5]([NH:8][CH2:9][CH2:10][CH2:11][NH:12][C:13]([CH:15]2[CH2:20][CH2:19][NH:18][CH2:17][CH2:16]2)=[O:14])=[N:6][CH:7]=1.C=O.[C:38](O[BH-](OC(=O)C)OC(=O)C)(=O)C.[Na+]. (3) Given the product [F:35][C:2]([F:1])([CH3:34])[C:3]([NH:5][C@@H:6]([CH3:33])[C@H:7]([O:14][C:15]1[CH:16]=[C:17]2[C:21](=[CH:22][CH:23]=1)[N:20]([C:24]1[CH:32]=[CH:31][CH:30]=[C:26]([C:27]([N:29]3[CH2:40][CH2:39][C@@H:38]([OH:41])[CH2:37]3)=[O:28])[CH:25]=1)[N:19]=[CH:18]2)[C:8]1[CH:9]=[CH:10][CH:11]=[CH:12][CH:13]=1)=[O:4], predict the reactants needed to synthesize it. The reactants are: [F:1][C:2]([F:35])([CH3:34])[C:3]([NH:5][C@@H:6]([CH3:33])[C@H:7]([O:14][C:15]1[CH:16]=[C:17]2[C:21](=[CH:22][CH:23]=1)[N:20]([C:24]1[CH:25]=[C:26]([CH:30]=[CH:31][CH:32]=1)[C:27]([NH2:29])=[O:28])[N:19]=[CH:18]2)[C:8]1[CH:13]=[CH:12][CH:11]=[CH:10][CH:9]=1)=[O:4].N1[CH2:40][CH2:39][C@@H:38]([OH:41])[CH2:37]1. (4) Given the product [CH2:15]([O:14][C:10]1[C:11]([F:13])=[CH:12][C:2]([NH:1][CH:25]2[CH2:26][CH2:27][O:22][CH2:23][CH2:24]2)=[C:3]([CH:9]=1)[C:4]([O:6][CH2:7][CH3:8])=[O:5])[C:16]1[CH:21]=[CH:20][CH:19]=[CH:18][CH:17]=1, predict the reactants needed to synthesize it. The reactants are: [NH2:1][C:2]1[CH:12]=[C:11]([F:13])[C:10]([O:14][CH2:15][C:16]2[CH:21]=[CH:20][CH:19]=[CH:18][CH:17]=2)=[CH:9][C:3]=1[C:4]([O:6][CH2:7][CH3:8])=[O:5].[O:22]1[CH2:27][CH2:26][C:25](=O)[CH2:24][CH2:23]1.[O-]S([O-])(=O)=O.[Na+].[Na+].C(O[BH-](OC(=O)C)OC(=O)C)(=O)C.[Na+]. (5) Given the product [Cl:9][C:10]1[CH:11]=[N:12][CH:13]=[C:14]([CH:17]=1)[CH:15]=[N:2][OH:3], predict the reactants needed to synthesize it. The reactants are: Cl.[NH2:2][OH:3].C([O-])(=O)C.[Na+].[Cl:9][C:10]1[CH:11]=[N:12][CH:13]=[C:14]([CH:17]=1)[CH:15]=O. (6) Given the product [O:34]1[CH2:35][CH2:36][N:31]([CH2:30][CH2:29][O:28][C:22]2[CH:23]=[CH:24][C:25]3[C:26]4[N:27]=[C:15]([C:5]5[CH:6]=[CH:7][CH:8]=[C:3]([C:2]([F:13])([F:12])[F:1])[CH:4]=5)[CH:16]=[C:17]([C:37]([O:39][CH3:40])=[O:38])[C:18]=4[NH:19][C:20]=3[CH:21]=2)[CH2:32][CH2:33]1, predict the reactants needed to synthesize it. The reactants are: [F:1][C:2]([F:13])([F:12])[C:3]1[CH:4]=[C:5](B(O)O)[CH:6]=[CH:7][CH:8]=1.Br[C:15]1[CH:16]=[C:17]([C:37]([O:39][CH3:40])=[O:38])[C:18]2[NH:19][C:20]3[CH:21]=[C:22]([O:28][CH2:29][CH2:30][N:31]4[CH2:36][CH2:35][O:34][CH2:33][CH2:32]4)[CH:23]=[CH:24][C:25]=3[C:26]=2[N:27]=1.[O-]P([O-])([O-])=O.[K+].[K+].[K+].C1(P(C2CCCCC2)C2C=CC=CC=2C2C(OC)=CC=CC=2OC)CCCCC1. (7) Given the product [OH:12][CH2:11][CH2:10][CH2:9][N:6]1[CH2:7][CH2:8][N:4]([CH2:3][CH2:2][N:18]2[CH2:22][CH2:21][CH2:20][CH2:19]2)[C:5]1=[C:13]([C:16]#[N:17])[C:14]#[N:15], predict the reactants needed to synthesize it. The reactants are: Br[CH2:2][CH2:3][N:4]1[CH2:8][CH2:7][N:6]([CH2:9][CH2:10][CH2:11][OH:12])[C:5]1=[C:13]([C:16]#[N:17])[C:14]#[N:15].[NH:18]1[CH2:22][CH2:21][CH2:20][CH2:19]1.O.